This data is from Forward reaction prediction with 1.9M reactions from USPTO patents (1976-2016). The task is: Predict the product of the given reaction. (1) Given the reactants [CH3:1][N:2]1[C:6]([CH3:7])=[C:5]([C:8]2[CH:9]=[C:10]([CH:25]=[CH:26][CH:27]=2)[CH2:11][O:12][C:13]2[CH:18]=[CH:17][C:16]([CH2:19][CH2:20][C:21]([O:23]C)=[O:22])=[CH:15][CH:14]=2)[C:4]([CH3:28])=[N:3]1.[OH-].[Na+].O.C(O)(=O)CC(CC(O)=O)(C(O)=O)O, predict the reaction product. The product is: [CH3:1][N:2]1[C:6]([CH3:7])=[C:5]([C:8]2[CH:9]=[C:10]([CH:25]=[CH:26][CH:27]=2)[CH2:11][O:12][C:13]2[CH:18]=[CH:17][C:16]([CH2:19][CH2:20][C:21]([OH:23])=[O:22])=[CH:15][CH:14]=2)[C:4]([CH3:28])=[N:3]1. (2) Given the reactants [C:1]1([C:7]2[C:8](=[O:14])[NH:9][C:10](=[O:13])[NH:11][N:12]=2)[CH:6]=[CH:5][CH:4]=[CH:3][CH:2]=1.C[Si](C([Si](C)(C)C)C(N)=O)(C)C.[F:27][C:28]1[CH:35]=[CH:34][CH:33]=[C:32]([F:36])[C:29]=1[CH2:30]Br, predict the reaction product. The product is: [F:27][C:28]1[CH:35]=[CH:34][CH:33]=[C:32]([F:36])[C:29]=1[CH2:30][N:11]1[C:10](=[O:13])[NH:9][C:8](=[O:14])[C:7]([C:1]2[CH:2]=[CH:3][CH:4]=[CH:5][CH:6]=2)=[N:12]1. (3) The product is: [C:17]([O:16][C:14]([N:11]1[CH2:12][CH2:13][N:8]([C:4]2[CH:3]=[C:2]([B:30]([OH:31])[OH:29])[CH:7]=[CH:6][CH:5]=2)[CH2:9][CH2:10]1)=[O:15])([CH3:20])([CH3:19])[CH3:18]. Given the reactants Br[C:2]1[CH:3]=[C:4]([N:8]2[CH2:13][CH2:12][N:11]([C:14]([O:16][C:17]([CH3:20])([CH3:19])[CH3:18])=[O:15])[CH2:10][CH2:9]2)[CH:5]=[CH:6][CH:7]=1.[Li]CCCC.C([O:29][B:30](OC(C)C)[O:31]C(C)C)(C)C, predict the reaction product. (4) Given the reactants [C:1]([C:5]1[CH:10]=[C:9]([O:11][CH3:12])[CH:8]=[CH:7][C:6]=1[OH:13])([CH3:4])([CH3:3])[CH3:2].[Cl:14][C:15]1[CH:20]=[C:19]([S:21]([C:24]([F:27])([F:26])[F:25])(=[O:23])=[O:22])[CH:18]=[CH:17][C:16]=1[N:28]=[C:29]=[O:30], predict the reaction product. The product is: [C:1]([C:5]1[C:6]([OH:13])=[C:7]([CH:8]=[C:9]([O:11][CH3:12])[CH:10]=1)[C:29]([NH:28][C:16]1[CH:17]=[CH:18][C:19]([S:21]([C:24]([F:25])([F:26])[F:27])(=[O:22])=[O:23])=[CH:20][C:15]=1[Cl:14])=[O:30])([CH3:4])([CH3:2])[CH3:3]. (5) Given the reactants [CH:1]1([C:4]2[O:8][N:7]=[C:6]([C:9]3[C:14]([Cl:15])=[CH:13][CH:12]=[CH:11][C:10]=3[Cl:16])[C:5]=2[CH2:17][O:18][CH:19]2[CH2:24][CH2:23][N:22]([C:25]3[S:26][C:27]4[CH:33]=[C:32]([C:34]#[N:35])[CH:31]=[CH:30][C:28]=4[N:29]=3)[CH2:21][CH2:20]2)[CH2:3][CH2:2]1.[N-:36]=[N+:37]=[N-:38].[Na+].[Cl-].[NH4+].CN1CCCC1, predict the reaction product. The product is: [N:35]1[NH:36][N:37]=[N:38][C:34]=1[C:32]1[CH:31]=[CH:30][C:28]2[N:29]=[C:25]([N:22]3[CH2:23][CH2:24][CH:19]([O:18][CH2:17][C:5]4[C:6]([C:9]5[C:14]([Cl:15])=[CH:13][CH:12]=[CH:11][C:10]=5[Cl:16])=[N:7][O:8][C:4]=4[CH:1]4[CH2:2][CH2:3]4)[CH2:20][CH2:21]3)[S:26][C:27]=2[CH:33]=1. (6) Given the reactants F[C:2]1C=CC(COC2C=CC(CN(C)C(=O)C)=CC=2)=CC=1.N#N.[F:24][C:25]1[CH:49]=[CH:48][C:28]([CH2:29][O:30][C:31]2[CH:47]=[CH:46][C:34]([CH2:35][N:36]([CH3:45])[C:37]([CH:39]=[C:40]([OH:44])[C:41]([OH:43])=[O:42])=[O:38])=[CH:33][CH:32]=2)=[CH:27][CH:26]=1, predict the reaction product. The product is: [CH3:2][O:42][C:41](=[O:43])[C:40]([OH:44])=[CH:39][C:37](=[O:38])[N:36]([CH2:35][C:34]1[CH:46]=[CH:47][C:31]([O:30][CH2:29][C:28]2[CH:27]=[CH:26][C:25]([F:24])=[CH:49][CH:48]=2)=[CH:32][CH:33]=1)[CH3:45]. (7) Given the reactants [Br:1][C:2]1[CH:7]=[C:6]([Cl:8])[CH:5]=[CH:4][C:3]=1[OH:9].IC.[C:12](=O)([O-])[O-].[K+].[K+].O, predict the reaction product. The product is: [Br:1][C:2]1[CH:7]=[C:6]([Cl:8])[CH:5]=[CH:4][C:3]=1[O:9][CH3:12]. (8) Given the reactants [N+]([O-])([N+]([O-])=O)=O.N[C:8]1[CH:9]=[CH:10][C:11]([C:16]2[CH:21]=[CH:20][CH:19]=[CH:18][N:17]=2)=[C:12]([CH:15]=1)[C:13]#[N:14].[I-:22].[Na+].O, predict the reaction product. The product is: [I:22][C:8]1[CH:9]=[CH:10][C:11]([C:16]2[CH:21]=[CH:20][CH:19]=[CH:18][N:17]=2)=[C:12]([CH:15]=1)[C:13]#[N:14].